From a dataset of Reaction yield outcomes from USPTO patents with 853,638 reactions. Predict the reaction yield, written as a fraction of the theoretical maximum amount of product (1.0 means a 100% yield; for example, 0.34 means a 34% yield). (1) The reactants are Br[C:2]1[CH:9]=[N:8][CH:7]=[C:6]([Br:10])[C:3]=1[CH:4]=[O:5].[C:11]12[CH2:23][CH2:22][CH2:21][CH2:20][C:19]=1[S:18][C:17]1[C:16](=[O:24])[NH:15][N:14]=[CH:13][C:12]2=1.C(=O)([O-])[O-].[Cs+].[Cs+].COC1C2C(=C3C(=CC=2)C(OC)=CC=N3)N=CC=1. The catalyst is O1CCOCC1. The product is [Br:10][C:6]1[CH:7]=[N:8][CH:9]=[C:2]([N:15]2[C:16](=[O:24])[C:17]3[S:18][C:19]4[CH2:20][CH2:21][CH2:22][CH2:23][C:11]=4[C:12]=3[CH:13]=[N:14]2)[C:3]=1[CH:4]=[O:5]. The yield is 0.300. (2) The reactants are C(O[CH:4](OCC)[CH2:5][O:6][C:7]1[CH:12]=[CH:11][CH:10]=[CH:9][C:8]=1[Br:13])C.[OH-].[Na+].CCOCC. The catalyst is ClC1C=CC=CC=1. The product is [Br:13][C:8]1[C:7]2[O:6][CH:5]=[CH:4][C:12]=2[CH:11]=[CH:10][CH:9]=1. The yield is 0.380. (3) The reactants are Cl[C:2]1[N:7]=[C:6]([N:8]([C:10]2[CH:15]=[CH:14][CH:13]=[C:12]([Cl:16])[CH:11]=2)[CH3:9])[CH:5]=[CH:4][N:3]=1.[CH3:17][N:18]1[CH2:23][CH2:22][N:21]([C:24]2[CH:25]=[C:26]([CH:28]=[C:29]([N:31]3[CH2:36][CH2:35][O:34][CH2:33][CH2:32]3)[CH:30]=2)[NH2:27])[CH2:20][CH2:19]1. No catalyst specified. The product is [Cl:16][C:12]1[CH:11]=[C:10]([N:8]([CH3:9])[C:6]2[CH:5]=[CH:4][N:3]=[C:2]([NH:27][C:26]3[CH:28]=[C:29]([N:31]4[CH2:36][CH2:35][O:34][CH2:33][CH2:32]4)[CH:30]=[C:24]([N:21]4[CH2:22][CH2:23][N:18]([CH3:17])[CH2:19][CH2:20]4)[CH:25]=3)[N:7]=2)[CH:15]=[CH:14][CH:13]=1. The yield is 0.609.